Dataset: Full USPTO retrosynthesis dataset with 1.9M reactions from patents (1976-2016). Task: Predict the reactants needed to synthesize the given product. (1) Given the product [C:15]([O:19][C:20]([N:22]1[CH2:23][CH2:24][CH:25]([NH:28][CH:29]([CH2:40][CH:37]2[CH2:39][CH2:38]2)[C:30]2[S:34][C:33]([CH3:35])=[N:32][C:31]=2[CH3:36])[CH2:26][CH2:27]1)=[O:21])([CH3:18])([CH3:17])[CH3:16], predict the reactants needed to synthesize it. The reactants are: C(O[BH-](OC(=O)C)OC(=O)C)(=O)C.[Na+].[C:15]([O:19][C:20]([N:22]1[CH2:27][CH2:26][CH:25]([NH:28][CH2:29][C:30]2[S:34][C:33]([CH3:35])=[N:32][C:31]=2[CH3:36])[CH2:24][CH2:23]1)=[O:21])([CH3:18])([CH3:17])[CH3:16].[CH:37]1([CH:40]=O)[CH2:39][CH2:38]1.C(O)(=O)C.[OH-].[Na+]. (2) Given the product [CH2:1]([O:3][C:4]([C:6]1[S:7][C:8]2[CH:14]=[C:13]([CH2:15][C:16]([OH:18])=[O:17])[CH:12]=[CH:11][C:9]=2[CH:10]=1)=[O:5])[CH3:2], predict the reactants needed to synthesize it. The reactants are: [CH2:1]([O:3][C:4]([C:6]1[S:7][C:8]2[CH:14]=[C:13]([CH:15](C(O)=O)[C:16]([OH:18])=[O:17])[CH:12]=[CH:11][C:9]=2[CH:10]=1)=[O:5])[CH3:2]. (3) Given the product [CH3:1][C@@H:2]([CH2:7][CH2:8][CH:9]=[C:10]([CH3:11])[CH3:12])[CH2:3][C:4](=[O:6])[CH3:5], predict the reactants needed to synthesize it. The reactants are: [CH3:1][C@@H:2]([CH2:7][CH2:8][CH:9]=[C:10]([CH3:12])[CH3:11])[CH2:3][CH:4]([OH:6])[CH3:5].CC(C)=O.OS(O)(=O)=O.O=[Cr](=O)=O.S(=O)(=O)(O)O.S([O-])(O)=O.[Na+]. (4) Given the product [F:31][C:32]1[CH:37]=[CH:36][CH:35]=[CH:34][C:33]=1[O:5][CH2:6][CH2:7][C@@H:8]1[CH2:13][N:12]([C:14]([O:16][CH2:17][C:18]2[CH:23]=[CH:22][CH:21]=[CH:20][CH:19]=2)=[O:15])[CH2:11][CH2:10][N:9]1[C:24]([O:26][C:27]([CH3:30])([CH3:29])[CH3:28])=[O:25], predict the reactants needed to synthesize it. The reactants are: CS([O:5][CH2:6][CH2:7][C@@H:8]1[CH2:13][N:12]([C:14]([O:16][CH2:17][C:18]2[CH:23]=[CH:22][CH:21]=[CH:20][CH:19]=2)=[O:15])[CH2:11][CH2:10][N:9]1[C:24]([O:26][C:27]([CH3:30])([CH3:29])[CH3:28])=[O:25])(=O)=O.[F:31][C:32]1[CH:37]=[CH:36][CH:35]=[CH:34][C:33]=1O.C(=O)([O-])[O-].[K+].[K+].[I-].[K+]. (5) Given the product [C@H:36]([NH:40][C:3]([C:4]1[CH:22]=[C:21]([C:13]2[CH:12]=[C:11]([C:10]([F:26])([F:25])[F:9])[CH:16]=[C:15]([C:17]([F:20])([F:19])[F:18])[CH:14]=2)[N:32]([CH2:31][C:30]2[CH:33]=[CH:34][CH:35]=[C:28]([F:27])[CH:29]=2)[C:5]=1[CH3:6])=[O:2])([CH2:38][CH3:39])[CH3:37], predict the reactants needed to synthesize it. The reactants are: C[O:2][C:3](=O)[CH2:4][C:5](=O)[CH3:6].[F:9][C:10]([F:26])([F:25])[C:11]1[CH:12]=[C:13]([C:21](=O)[CH2:22]Br)[CH:14]=[C:15]([C:17]([F:20])([F:19])[F:18])[CH:16]=1.[F:27][C:28]1[CH:29]=[C:30]([CH:33]=[CH:34][CH:35]=1)[CH2:31][NH2:32].[C@H:36]([NH2:40])([CH2:38][CH3:39])[CH3:37]. (6) Given the product [NH2:26][C:27]1[CH:32]=[CH:31][CH:30]=[CH:29][C:28]=1[C:2]1[CH:3]=[N:4][C:5]2[N:6]([N:8]=[C:9]([C:13]3[CH:18]=[CH:17][C:16]([O:19][C:20]4[CH:25]=[CH:24][CH:23]=[CH:22][CH:21]=4)=[CH:15][CH:14]=3)[C:10]=2[C:11]#[N:12])[CH:7]=1, predict the reactants needed to synthesize it. The reactants are: Br[C:2]1[CH:3]=[N:4][C:5]2[N:6]([N:8]=[C:9]([C:13]3[CH:18]=[CH:17][C:16]([O:19][C:20]4[CH:25]=[CH:24][CH:23]=[CH:22][CH:21]=4)=[CH:15][CH:14]=3)[C:10]=2[C:11]#[N:12])[CH:7]=1.[NH2:26][C:27]1[CH:32]=[CH:31][CH:30]=[CH:29][C:28]=1B(O)O.C([O-])([O-])=O.[Cs+].[Cs+]. (7) Given the product [Br:1][C:2]1[CH:3]=[C:4]([SH:20])[CH:6]=[CH:7][C:8]=1[CH3:9], predict the reactants needed to synthesize it. The reactants are: [Br:1][C:2]1[CH:3]=[C:4]([CH:6]=[CH:7][C:8]=1[CH3:9])N.Cl.N([O-])=O.[Na+].[K+].C(OC([S-])=[S:20])C.[OH-].[K+]. (8) Given the product [Br:8][C:5]1[CH:6]=[CH:7][C:2]([O:13][CH2:9][CH2:10][CH2:11][CH3:12])=[N:3][CH:4]=1, predict the reactants needed to synthesize it. The reactants are: Br[C:2]1[CH:7]=[CH:6][C:5]([Br:8])=[CH:4][N:3]=1.[CH2:9]([OH:13])[CH2:10][CH2:11][CH3:12].